Dataset: CYP2D6 inhibition data for predicting drug metabolism from PubChem BioAssay. Task: Regression/Classification. Given a drug SMILES string, predict its absorption, distribution, metabolism, or excretion properties. Task type varies by dataset: regression for continuous measurements (e.g., permeability, clearance, half-life) or binary classification for categorical outcomes (e.g., BBB penetration, CYP inhibition). Dataset: cyp2d6_veith. (1) The molecule is COC(=O)c1ccc(N2CCN(c3ccccc3)CC2)c(NC(=O)C2CC2)c1. The result is 0 (non-inhibitor). (2) The compound is CSc1nc2c(c(=O)[nH]1)C(c1ccncc1)C(C(=O)OC(C)C)=C(C)N2. The result is 0 (non-inhibitor). (3) The molecule is CCN1CCN(CCCNC(=O)C(NC(=O)C2CCC(C)CC2)C(C)C)CC1. The result is 0 (non-inhibitor).